The task is: Predict the reaction yield, written as a fraction of the theoretical maximum amount of product (1.0 means a 100% yield; for example, 0.34 means a 34% yield).. This data is from Reaction yield outcomes from USPTO patents with 853,638 reactions. (1) The yield is 0.140. The reactants are C([N:8]1[CH2:13][CH2:12][N:11]([C:14]2[S:18][C:17]([NH:19][C:20](=[O:22])[CH3:21])=[N:16][C:15]=2[C:23]2[O:24][CH:25]=[CH:26][CH:27]=2)[CH2:10][CH2:9]1)C1C=CC=CC=1.[H][H].[C:30]([OH:37])(=[O:36])/[CH:31]=[CH:32]/[C:33]([OH:35])=[O:34]. The product is [C:30]([OH:37])(=[O:36])/[CH:31]=[CH:32]/[C:33]([OH:35])=[O:34].[O:24]1[CH:25]=[CH:26][CH:27]=[C:23]1[C:15]1[N:16]=[C:17]([NH:19][C:20](=[O:22])[CH3:21])[S:18][C:14]=1[N:11]1[CH2:10][CH2:9][NH:8][CH2:13][CH2:12]1. The catalyst is CO.C(O)C.[C].[Pd]. (2) The reactants are [CH3:1][O:2][C:3]([C@H:5]1[CH2:10][CH2:9][C@H:8]([C:11](=[S:13])[NH2:12])[CH2:7][CH2:6]1)=[O:4].CO[C:16](OC)([N:18]([CH3:20])[CH3:19])[CH3:17]. No catalyst specified. The product is [CH3:1][O:2][C:3]([C@H:5]1[CH2:10][CH2:9][C@H:8]([C:11](=[S:13])[N:12]=[C:16]([N:18]([CH3:20])[CH3:19])[CH3:17])[CH2:7][CH2:6]1)=[O:4]. The yield is 0.930. (3) The reactants are [NH:1]1[CH2:6][CH2:5][CH:4]([O:7][C:8]2[CH:13]=[CH:12][C:11]([N:14]3[C:22]4[CH:21]=[CH:20][N:19]=[CH:18][C:17]=4[N:16]=[C:15]3[C:23]3[C:24]([NH2:28])=[N:25][O:26][N:27]=3)=[CH:10][CH:9]=2)[CH2:3][CH2:2]1.Br[CH2:30][C:31]([O:33][CH3:34])=[O:32].C(=O)([O-])[O-].[K+].[K+]. The catalyst is CN(C)C=O.[I-].C([N+](CCCC)(CCCC)CCCC)CCC. The product is [NH2:28][C:24]1[C:23]([C:15]2[N:14]([C:11]3[CH:10]=[CH:9][C:8]([O:7][CH:4]4[CH2:5][CH2:6][N:1]([CH2:30][C:31]([O:33][CH3:34])=[O:32])[CH2:2][CH2:3]4)=[CH:13][CH:12]=3)[C:22]3[CH:21]=[CH:20][N:19]=[CH:18][C:17]=3[N:16]=2)=[N:27][O:26][N:25]=1. The yield is 0.530. (4) The reactants are [NH:1]1[CH:9]=[C:7]([CH3:8])[C:5](=[O:6])[NH:4][C:2]1=[O:3].[Cl:10][C:11]1[CH:12]=[C:13]([CH:16]=[CH:17][CH:18]=1)[CH2:14]Cl. No catalyst specified. The product is [CH3:8][C:7]1[C:5](=[O:6])[NH:4][C:2](=[O:3])[N:1]([CH2:14][C:13]2[CH:16]=[CH:17][CH:18]=[C:11]([Cl:10])[CH:12]=2)[CH:9]=1. The yield is 0.260. (5) The reactants are [F:1][C:2]([F:16])([F:15])[C:3]1[CH:8]=[CH:7][C:6](N2CCNCC2)=[CH:5][CH:4]=1.C(O)(=O)[C@H:18]([C@@H](C(O)=O)O)[OH:19]. The catalyst is CO. The product is [F:16][C:2]([F:1])([F:15])[C:3]1[CH:4]=[CH:5][C:6]([CH:18]=[O:19])=[CH:7][CH:8]=1. The yield is 0.930. (6) The reactants are [ClH:1].[CH2:2]([C:6]1[N:7]=[C:8]([NH2:11])[NH:9][CH:10]=1)[CH2:3][C:4]#[CH:5].[N:12]([CH2:15][C:16]1[CH:20]=[CH:19][O:18][CH:17]=1)=[N+:13]=[N-:14]. No catalyst specified. The product is [ClH:1].[O:18]1[CH:19]=[CH:20][C:16]([CH2:15][N:12]2[CH:5]=[C:4]([CH2:3][CH2:2][C:6]3[N:7]=[C:8]([NH2:11])[NH:9][CH:10]=3)[N:14]=[N:13]2)=[CH:17]1. The yield is 0.540. (7) The reactants are CC1(C)[O:7][CH2:6][C:5]([NH:26]C(=O)OC(C)(C)C)([CH2:8][N:9]2[C:17]3[C:12](=[CH:13][C:14]([CH2:18][CH2:19][CH2:20][CH2:21][CH2:22][CH2:23][CH2:24][CH3:25])=[CH:15][CH:16]=3)[CH2:11][CH2:10]2)[CH2:4][O:3]1.CC1(C)OCC(NC(=O)OC(C)(C)C)(CNC2C=CC(CCCCCCCC)=CC=2)CO1. No catalyst specified. The product is [NH2:26][C:5]([CH2:8][N:9]1[C:17]2[C:12](=[CH:13][C:14]([CH2:18][CH2:19][CH2:20][CH2:21][CH2:22][CH2:23][CH2:24][CH3:25])=[CH:15][CH:16]=2)[CH2:11][CH2:10]1)([CH2:6][OH:7])[CH2:4][OH:3]. The yield is 0.710.